This data is from Full USPTO retrosynthesis dataset with 1.9M reactions from patents (1976-2016). The task is: Predict the reactants needed to synthesize the given product. Given the product [Cl:21][C:18]1[CH:19]=[CH:20][C:15]([C:13]2[CH:14]=[C:9]([OH:8])[C:10](=[O:29])[N:11]([CH:26]([CH3:28])[CH3:27])[CH:12]=2)=[CH:16][C:17]=1[C:22]([F:25])([F:23])[F:24], predict the reactants needed to synthesize it. The reactants are: C([O:8][C:9]1[C:10](=[O:29])[N:11]([CH:26]([CH3:28])[CH3:27])[CH:12]=[C:13]([C:15]2[CH:20]=[CH:19][C:18]([Cl:21])=[C:17]([C:22]([F:25])([F:24])[F:23])[CH:16]=2)[CH:14]=1)C1C=CC=CC=1.C(S)C.B(F)(F)F.O(CC)CC.